Dataset: Reaction yield outcomes from USPTO patents with 853,638 reactions. Task: Predict the reaction yield, written as a fraction of the theoretical maximum amount of product (1.0 means a 100% yield; for example, 0.34 means a 34% yield). (1) The reactants are [CH3:1][C:2]1[C:7](B2OC(C)(C)C(C)(C)O2)=[CH:6][CH:5]=[CH:4][C:3]=1[NH:17][S:18]([CH3:21])(=[O:20])=[O:19].Br[CH:23]=[C:24]1[C:30]2[CH:31]=[CH:32][CH:33]=[CH:34][C:29]=2[CH2:28][CH2:27][C:26]2[CH:35]=[CH:36][CH:37]=[CH:38][C:25]1=2. No catalyst specified. The product is [CH:35]1[C:26]2[CH2:27][CH2:28][C:29]3[CH:34]=[CH:33][CH:32]=[CH:31][C:30]=3[C:24](=[CH:23][C:7]3[C:2]([CH3:1])=[C:3]([NH:17][S:18]([CH3:21])(=[O:19])=[O:20])[CH:4]=[CH:5][CH:6]=3)[C:25]=2[CH:38]=[CH:37][CH:36]=1. The yield is 0.130. (2) The reactants are Cl[C:2]1[N:7]=[C:6]([C:8]2[C:9]([C:13]3[CH:18]=[CH:17][C:16]([F:19])=[CH:15][CH:14]=3)=[N:10][NH:11][CH:12]=2)[CH:5]=[CH:4][N:3]=1.[CH:20]1([NH2:23])[CH2:22][CH2:21]1. The catalyst is CO. The product is [CH:20]1([NH:23][C:2]2[N:7]=[C:6]([C:8]3[C:9]([C:13]4[CH:18]=[CH:17][C:16]([F:19])=[CH:15][CH:14]=4)=[N:10][NH:11][CH:12]=3)[CH:5]=[CH:4][N:3]=2)[CH2:22][CH2:21]1. The yield is 0.260. (3) The reactants are [OH:1][C:2]1[C:3]([NH2:16])=[CH:4][C:5]2[O:9][C:8]([C:10]([O:12][CH2:13][CH3:14])=[O:11])=[CH:7][C:6]=2[CH:15]=1.[O:17]1CCC[CH2:18]1.C(Cl)(Cl)=O. The catalyst is C1(C)C=CC=CC=1.C(N(CC)CC)C. The product is [O:1]1[C:2]2[CH:15]=[C:6]3[CH:7]=[C:8]([C:10]([O:12][CH2:13][CH3:14])=[O:11])[O:9][C:5]3=[CH:4][C:3]=2[NH:16][C:18]1=[O:17]. The yield is 0.960. (4) The reactants are [Br:1][C:2]1[C:3]([N:24]2[CH2:29][CH2:28][CH2:27][C@@H:26]([NH:30]C(=O)OC(C)(C)C)[CH2:25]2)=[C:4]2[C:10]([NH:11][C:12]([C:14]3[CH:23]=[N:22][C:21]4[C:16](=[CH:17][CH:18]=[CH:19][CH:20]=4)[N:15]=3)=[O:13])=[CH:9][NH:8][C:5]2=[N:6][CH:7]=1.C(O)(C(F)(F)F)=O.C(Cl)[Cl:46]. No catalyst specified. The product is [ClH:46].[NH2:30][C@@H:26]1[CH2:27][CH2:28][CH2:29][N:24]([C:3]2[C:2]([Br:1])=[CH:7][N:6]=[C:5]3[NH:8][CH:9]=[C:10]([NH:11][C:12]([C:14]4[CH:23]=[N:22][C:21]5[C:16](=[CH:17][CH:18]=[CH:19][CH:20]=5)[N:15]=4)=[O:13])[C:4]=23)[CH2:25]1. The yield is 0.180.